The task is: Predict the product of the given reaction.. This data is from Forward reaction prediction with 1.9M reactions from USPTO patents (1976-2016). (1) Given the reactants Br[C:2]1[CH:7]=[C:6]([O:8][CH2:9][CH3:10])[C:5]([O:11][CH2:12][CH3:13])=[C:4]([F:14])[C:3]=1Br.[Cu](C#N)[C:17]#[N:18].N.[CH3:22][N:23](C)C=O, predict the reaction product. The product is: [CH2:12]([O:11][C:5]1[C:4]([F:14])=[C:3]([C:22]#[N:23])[C:2](=[CH:7][C:6]=1[O:8][CH2:9][CH3:10])[C:17]#[N:18])[CH3:13]. (2) Given the reactants [C:1]1([C:7]2[CH:11]=[C:10]([C:12]3[CH:17]=[CH:16][CH:15]=[CH:14][CH:13]=3)[N:9]([CH2:18][C:19]3[CH:38]=[CH:37][C:22]([CH2:23][NH:24][C:25]4[CH:30]=[CH:29][C:28]([CH2:31][CH2:32][C:33]([O:35]C)=[O:34])=[CH:27][CH:26]=4)=[CH:21][CH:20]=3)[N:8]=2)[CH:6]=[CH:5][CH:4]=[CH:3][CH:2]=1.[OH-].[Na+].O.C(O)(=O)CC(CC(O)=O)(C(O)=O)O, predict the reaction product. The product is: [C:1]1([C:7]2[CH:11]=[C:10]([C:12]3[CH:13]=[CH:14][CH:15]=[CH:16][CH:17]=3)[N:9]([CH2:18][C:19]3[CH:20]=[CH:21][C:22]([CH2:23][NH:24][C:25]4[CH:26]=[CH:27][C:28]([CH2:31][CH2:32][C:33]([OH:35])=[O:34])=[CH:29][CH:30]=4)=[CH:37][CH:38]=3)[N:8]=2)[CH:2]=[CH:3][CH:4]=[CH:5][CH:6]=1. (3) The product is: [CH3:26][O:27][C@H:28]1[CH2:32][CH2:31][N:30]([C:2]2[CH:3]=[CH:4][C:5]3[C:11]4[N:12]([CH:20]5[CH2:25][CH2:24][CH2:23][CH2:22][O:21]5)[N:13]=[C:14]([C:15]([O:17][CH2:18][CH3:19])=[O:16])[C:10]=4[CH2:9][O:8][C:6]=3[CH:7]=2)[CH2:29]1. Given the reactants Br[C:2]1[CH:3]=[CH:4][C:5]2[C:11]3[N:12]([CH:20]4[CH2:25][CH2:24][CH2:23][CH2:22][O:21]4)[N:13]=[C:14]([C:15]([O:17][CH2:18][CH3:19])=[O:16])[C:10]=3[CH2:9][O:8][C:6]=2[CH:7]=1.[CH3:26][O:27][C@H:28]1[CH2:32][CH2:31][NH:30][CH2:29]1.C1C=CC(P(C2C(C3C(P(C4C=CC=CC=4)C4C=CC=CC=4)=CC=C4C=3C=CC=C4)=C3C(C=CC=C3)=CC=2)C2C=CC=CC=2)=CC=1.C(=O)([O-])[O-].[Cs+].[Cs+], predict the reaction product. (4) Given the reactants Cl.[CH2:2]([C:6]1[CH:11]=[CH:10][C:9]([C:12]#[C:13][C:14]2[CH:34]=[CH:33][C:17]([CH2:18][NH:19][C:20]3[CH:32]=[CH:31][C:23]4[O:24][C:25]([CH3:30])([CH3:29])[O:26][C:27](=[O:28])[C:22]=4[CH:21]=3)=[CH:16][CH:15]=2)=[CH:8][CH:7]=1)[CH2:3][CH2:4][CH3:5].[S:35]1[C:39]2[CH:40]=[CH:41][CH:42]=[CH:43][C:38]=2[CH:37]=[C:36]1[C:44](Cl)=[O:45], predict the reaction product. The product is: [CH2:2]([C:6]1[CH:7]=[CH:8][C:9]([C:12]#[C:13][C:14]2[CH:34]=[CH:33][C:17]([CH2:18][N:19]([C:20]3[CH:32]=[CH:31][C:23]4[O:24][C:25]([CH3:30])([CH3:29])[O:26][C:27](=[O:28])[C:22]=4[CH:21]=3)[C:44]([C:36]3[S:35][C:39]4[CH:40]=[CH:41][CH:42]=[CH:43][C:38]=4[CH:37]=3)=[O:45])=[CH:16][CH:15]=2)=[CH:10][CH:11]=1)[CH2:3][CH2:4][CH3:5]. (5) The product is: [CH3:23][C:10]1[C:11]([CH2:12][C:13]2[C:22]3[C:17](=[CH:18][CH:19]=[CH:20][CH:21]=3)[CH:16]=[CH:15][CH:14]=2)=[C:4]2[N:3]=[C:2]([N:3]3[CH2:4][CH2:11][O:24][CH2:7][CH2:2]3)[CH:7]=[C:6]([N:26]3[CH2:31][CH2:30][O:29][CH2:28][CH2:27]3)[N:5]2[N:9]=1. Given the reactants Cl[C:2]1[CH:7]=[C:6](Cl)[N:5]2[N:9]=[C:10]([CH3:23])[C:11]([CH2:12][C:13]3[C:22]4[C:17](=[CH:18][CH:19]=[CH:20][CH:21]=4)[CH:16]=[CH:15][CH:14]=3)=[C:4]2[N:3]=1.[OH-:24].[Na+].[NH:26]1[CH2:31][CH2:30][O:29][CH2:28][CH2:27]1.Cl, predict the reaction product.